From a dataset of Full USPTO retrosynthesis dataset with 1.9M reactions from patents (1976-2016). Predict the reactants needed to synthesize the given product. (1) Given the product [C:19]([O:18][C:16]([NH:37][C:36]([C:71]1[CH:72]=[N:73][C:74]([Cl:77])=[CH:75][CH:76]=1)([CH3:70])[C:35]([O:23][CH2:24][CH3:25])=[O:81])=[O:17])([CH3:20])([CH3:21])[CH3:22], predict the reactants needed to synthesize it. The reactants are: C(N(CC)CC)C.[C:16](O[C:16]([O:18][C:19]([CH3:22])([CH3:21])[CH3:20])=[O:17])([O:18][C:19]([CH3:22])([CH3:21])[CH3:20])=[O:17].[O:23]1CC[CH2:25][CH2:24]1.ClC1C=CC([C@H:35]2N3C(SC(C(N4C[C@H](F)C[C@H]4C(N4CC5(CC5)N(C(=O)C(F)(F)F)CC4)=O)=O)=C3C(C)C)=[N:37][C@:36]2([C:71]2[CH:72]=[N:73][C:74]([Cl:77])=[CH:75][CH:76]=2)[CH3:70])=CC=1F.C(OCC)(=[O:81])C. (2) Given the product [N:23]1([CH2:30][CH2:31][O:32][C:33]2[CH:41]=[CH:40][C:36]([CH2:37][CH2:2][CH2:1][NH:3][C:4]3[CH:9]=[CH:8][CH:7]=[CH:6][C:5]=3[CH:10]3[CH2:19][CH2:18][C:17]4[CH:16]=[C:15]([OH:20])[CH:14]=[CH:13][C:12]=4[CH2:11]3)=[CH:35][CH:34]=2)[CH2:29][CH2:28][CH2:27][CH2:26][CH2:25][CH2:24]1, predict the reactants needed to synthesize it. The reactants are: [CH2:1]([NH:3][C:4]1[CH:9]=[CH:8][CH:7]=[CH:6][C:5]=1[CH:10]1[CH2:19][CH2:18][C:17]2[C:12](=[CH:13][CH:14]=[C:15]([O:20]C)[CH:16]=2)[CH2:11]1)[CH3:2].Cl.[N:23]1([CH2:30][CH2:31][O:32][C:33]2[CH:41]=[CH:40][C:36]([C:37](O)=O)=[CH:35][CH:34]=2)[CH2:29][CH2:28][CH2:27][CH2:26][CH2:25][CH2:24]1.N1(CCOC2C=CC(CN(CC)C3C=CC=CC=3C3CCC4C(=CC=C(OC)C=4)C3)=CC=2)CCCCCC1. (3) Given the product [CH2:17]([N:1]1[C:9]2[C:4](=[CH:5][CH:6]=[CH:7][C:8]=2[O:25][CH3:24])[C:3]([I:12])=[CH:2]1)[CH2:18][CH2:19][CH3:20], predict the reactants needed to synthesize it. The reactants are: [NH:1]1[C:9]2[C:4](=[CH:5][CH:6]=[CH:7][CH:8]=2)[CH:3]=[CH:2]1.[OH-].[K+].[I:12]I.[H-].[Na+].Br[CH2:17][CH2:18][CH2:19][CH3:20].CN([CH:24]=[O:25])C. (4) The reactants are: C([O:4][C@@H:5]1[C@@H:10]([O:11]C(=O)C)[C@H:9]([O:15]C(=O)C)[C@H:8]([O:19][CH3:20])[O:7][C@H:6]1[C:21]1[CH:26]=[CH:25][C:24]([Cl:27])=[C:23]([CH2:28][C:29]2[CH:38]=[CH:37][C:32]3[O:33][CH2:34][CH2:35][O:36][C:31]=3[CH:30]=2)[CH:22]=1)(=O)C.C[O-].[Na+]. Given the product [Cl:27][C:24]1[CH:25]=[CH:26][C:21]([C@H:6]2[C@H:5]([OH:4])[C@@H:10]([OH:11])[C@H:9]([OH:15])[C@H:8]([O:19][CH3:20])[O:7]2)=[CH:22][C:23]=1[CH2:28][C:29]1[CH:38]=[CH:37][C:32]2[O:33][CH2:34][CH2:35][O:36][C:31]=2[CH:30]=1, predict the reactants needed to synthesize it. (5) Given the product [Cl:1][C:2]1[N:7]=[C:6]([NH:9][C:10]([CH3:14])([CH3:13])[CH2:11][OH:12])[CH:5]=[CH:4][N:3]=1, predict the reactants needed to synthesize it. The reactants are: [Cl:1][C:2]1[N:7]=[C:6](Cl)[CH:5]=[CH:4][N:3]=1.[NH2:9][C:10]([CH3:14])([CH3:13])[CH2:11][OH:12]. (6) Given the product [Br:1][C:2]1[S:6][C:5]([CH:7]([OH:8])[C:15]([F:18])([F:17])[F:16])=[CH:4][CH:3]=1, predict the reactants needed to synthesize it. The reactants are: [Br:1][C:2]1[S:6][C:5]([CH:7]=[O:8])=[CH:4][CH:3]=1.[F-].[Cs+].[Si]([C:15]([F:18])([F:17])[F:16])(C)(C)C.